Predict the reactants needed to synthesize the given product. From a dataset of Full USPTO retrosynthesis dataset with 1.9M reactions from patents (1976-2016). (1) Given the product [N:1]1[CH:6]=[CH:5][CH:4]=[C:3]([C:7]2[CH:8]=[C:9]3[C:15]([C:16]4[N:21]=[C:20]([N:22]5[CH2:27][CH2:26][CH:25]([CH2:28][NH2:29])[CH2:24][CH2:23]5)[CH:19]=[CH:18][CH:17]=4)=[N:14][NH:13][C:10]3=[CH:11][N:12]=2)[CH:2]=1, predict the reactants needed to synthesize it. The reactants are: [N:1]1[CH:6]=[CH:5][CH:4]=[C:3]([C:7]2[CH:8]=[C:9]3[C:15]([C:16]4[N:21]=[C:20]([N:22]5[CH2:27][CH2:26][CH:25]([CH2:28][NH:29]C(=O)OC(C)(C)C)[CH2:24][CH2:23]5)[CH:19]=[CH:18][CH:17]=4)=[N:14][N:13](COCC[Si](C)(C)C)[C:10]3=[CH:11][N:12]=2)[CH:2]=1.Cl. (2) The reactants are: Br[CH2:2][CH2:3][O:4][C:5]1[C:10]([O:11][CH2:12][CH2:13][CH:14]([C:16]2[CH:21]=[CH:20][C:19]([F:22])=[CH:18][CH:17]=2)[CH3:15])=[C:9]([O:23][CH3:24])[C:8]([Cl:25])=[C:7]([CH3:26])[C:6]=1[C:27](=[O:29])[CH3:28].[NH:30]1[CH2:35][CH2:34][O:33][CH2:32][CH2:31]1. Given the product [Cl:25][C:8]1[C:7]([CH3:26])=[C:6]([C:27](=[O:29])[CH3:28])[C:5]([O:4][CH2:3][CH2:2][N:30]2[CH2:35][CH2:34][O:33][CH2:32][CH2:31]2)=[C:10]([O:11][CH2:12][CH2:13][CH:14]([C:16]2[CH:21]=[CH:20][C:19]([F:22])=[CH:18][CH:17]=2)[CH3:15])[C:9]=1[O:23][CH3:24], predict the reactants needed to synthesize it. (3) Given the product [Cl:25][CH2:19][C:10]1[C:9]([CH2:21][CH3:22])=[N:8][C:7]2[N:3]([CH2:1][CH3:2])[N:4]=[CH:5][C:6]=2[C:11]=1[NH:12][CH:13]1[CH2:18][CH2:17][O:16][CH2:15][CH2:14]1, predict the reactants needed to synthesize it. The reactants are: [CH2:1]([N:3]1[C:7]2=[N:8][C:9]([CH2:21][CH3:22])=[C:10]([CH2:19]O)[C:11]([NH:12][CH:13]3[CH2:18][CH2:17][O:16][CH2:15][CH2:14]3)=[C:6]2[CH:5]=[N:4]1)[CH3:2].S(Cl)([Cl:25])=O.